This data is from NCI-60 drug combinations with 297,098 pairs across 59 cell lines. The task is: Regression. Given two drug SMILES strings and cell line genomic features, predict the synergy score measuring deviation from expected non-interaction effect. Drug 1: CCC1(CC2CC(C3=C(CCN(C2)C1)C4=CC=CC=C4N3)(C5=C(C=C6C(=C5)C78CCN9C7C(C=CC9)(C(C(C8N6C)(C(=O)OC)O)OC(=O)C)CC)OC)C(=O)OC)O.OS(=O)(=O)O. Drug 2: C1C(C(OC1N2C=NC3=C2NC=NCC3O)CO)O. Cell line: SK-OV-3. Synergy scores: CSS=-0.675, Synergy_ZIP=1.29, Synergy_Bliss=3.07, Synergy_Loewe=-1.03, Synergy_HSA=0.157.